Task: Predict the reaction yield, written as a fraction of the theoretical maximum amount of product (1.0 means a 100% yield; for example, 0.34 means a 34% yield).. Dataset: Reaction yield outcomes from USPTO patents with 853,638 reactions (1) The reactants are Cl.[Cl:2][C:3]1[CH:8]=[C:7]([Cl:9])[CH:6]=[CH:5][C:4]=1[C:10]1[NH:14][C:13]([CH:15]2[CH2:20][CH2:19][N:18]([C:21]3[N:26]=[CH:25][N:24]=[C:23]4[NH:27][N:28]=[CH:29][C:22]=34)[CH2:17][CH2:16]2)=[N:12][CH:11]=1. The catalyst is CO. The product is [ClH:2].[Cl:2][C:3]1[CH:8]=[C:7]([Cl:9])[CH:6]=[CH:5][C:4]=1[C:10]1[NH:14][C:13]([CH:15]2[CH2:20][CH2:19][N:18]([C:21]3[N:26]=[CH:25][N:24]=[C:23]4[NH:27][N:28]=[CH:29][C:22]=34)[CH2:17][CH2:16]2)=[N:12][CH:11]=1. The yield is 0.650. (2) The reactants are [CH2:1]([O:5][C:6]1[C:15]2[C:10](=[CH:11][CH:12]=[C:13]([C:16]3[S:17][C:18]([C:22]([O:24]CC)=[O:23])=[C:19]([CH3:21])[N:20]=3)[CH:14]=2)[C:9](=[O:27])[N:8]([CH2:28][CH:29]([CH3:31])[CH3:30])[C:7]=1[CH2:32][NH:33][C:34]([O:36][C:37]([CH3:40])([CH3:39])[CH3:38])=[O:35])[CH2:2][CH2:3][CH3:4].[OH-].[Na+].O.Cl. The catalyst is O1CCCC1.C(O)C. The product is [CH2:1]([O:5][C:6]1[C:15]2[C:10](=[CH:11][CH:12]=[C:13]([C:16]3[S:17][C:18]([C:22]([OH:24])=[O:23])=[C:19]([CH3:21])[N:20]=3)[CH:14]=2)[C:9](=[O:27])[N:8]([CH2:28][CH:29]([CH3:31])[CH3:30])[C:7]=1[CH2:32][NH:33][C:34]([O:36][C:37]([CH3:40])([CH3:39])[CH3:38])=[O:35])[CH2:2][CH2:3][CH3:4]. The yield is 0.897.